Predict the product of the given reaction. From a dataset of Forward reaction prediction with 1.9M reactions from USPTO patents (1976-2016). (1) Given the reactants [Cl:1][C:2]1[CH:3]=[C:4]2[C:8](=[CH:9][CH:10]=1)[N:7]([CH2:11][CH2:12][S:13]([CH3:16])(=[O:15])=[O:14])[C:6]([CH2:17]O)=[CH:5]2.S(Cl)([Cl:21])=O.C(=O)(O)[O-].[Na+], predict the reaction product. The product is: [Cl:1][C:2]1[CH:3]=[C:4]2[C:8](=[CH:9][CH:10]=1)[N:7]([CH2:11][CH2:12][S:13]([CH3:16])(=[O:15])=[O:14])[C:6]([CH2:17][Cl:21])=[CH:5]2. (2) Given the reactants [Cl:1][C:2]1[CH:3]=[CH:4][C:5]([C:28]([F:31])([F:30])[F:29])=[C:6]([CH:27]=1)[CH2:7][N:8]1[CH2:13][CH2:12][NH:11][C:10]2[N:14]=[CH:15][C:16]([C:18]3[CH:19]=[C:20]([CH:24]=[CH:25][CH:26]=3)[C:21](O)=[O:22])=[CH:17][C:9]1=2.[CH3:32][S:33]([C:36]1[CH:43]=[CH:42][C:39]([CH2:40][NH2:41])=[CH:38][CH:37]=1)(=[O:35])=[O:34], predict the reaction product. The product is: [Cl:1][C:2]1[CH:3]=[CH:4][C:5]([C:28]([F:31])([F:29])[F:30])=[C:6]([CH:27]=1)[CH2:7][N:8]1[CH2:13][CH2:12][NH:11][C:10]2[N:14]=[CH:15][C:16]([C:18]3[CH:19]=[C:20]([CH:24]=[CH:25][CH:26]=3)[C:21]([NH:41][CH2:40][C:39]3[CH:38]=[CH:37][C:36]([S:33]([CH3:32])(=[O:35])=[O:34])=[CH:43][CH:42]=3)=[O:22])=[CH:17][C:9]1=2. (3) Given the reactants CCN(C(C)C)C(C)C.[C:10](Cl)(=[O:14])[CH:11]([CH3:13])[CH3:12].Cl.[NH2:17][CH2:18][C:19]1[CH:24]=[CH:23][C:22]([C:25]([N:27]2[CH2:36][C:35]3[CH:34]=[N:33][N:32]([CH3:37])[C:31]=3[NH:30][C:29]3[CH:38]=[C:39]([Cl:42])[CH:40]=[CH:41][C:28]2=3)=[O:26])=[CH:21][C:20]=1[F:43].C1C(N=NC2C(=O)N(C3C=CC(S([O-])(=O)=O)=CC=3)N=C2C([O-])=O)=CC=C(S([O-])(=O)=O)C=1.[Na+].[Na+].[Na+], predict the reaction product. The product is: [Cl:42][C:39]1[CH:40]=[CH:41][C:28]2[N:27]([C:25]([C:22]3[CH:23]=[CH:24][C:19]([CH2:18][NH:17][C:10](=[O:14])[CH:11]([CH3:13])[CH3:12])=[C:20]([F:43])[CH:21]=3)=[O:26])[CH2:36][C:35]3[CH:34]=[N:33][N:32]([CH3:37])[C:31]=3[NH:30][C:29]=2[CH:38]=1. (4) Given the reactants Br[C:2]1[CH:7]=[CH:6][C:5]([Br:8])=[CH:4][N:3]=1.C(=O)([O-])[O-].[K+].[K+].C[N:16]1[CH2:20][CH2:19][CH2:18][C:17]1=O, predict the reaction product. The product is: [N:16]1([C:2]2[CH:7]=[CH:6][C:5]([Br:8])=[CH:4][N:3]=2)[CH2:20][CH:19]=[CH:18][CH2:17]1. (5) The product is: [N+:2]([C:5]1[CH:10]=[CH:9][CH:8]=[C:7]2[C:6]=1[NH:11][C:13]([C:16]1[CH:21]=[CH:20][CH:19]=[CH:18][N:17]=1)=[CH:14]2)([O-:4])=[O:3]. Given the reactants Cl.[N+:2]([C:5]1[CH:10]=[CH:9][CH:8]=[CH:7][C:6]=1[NH:11]N)([O-:4])=[O:3].[C:13]([C:16]1[CH:21]=[CH:20][CH:19]=[CH:18][N:17]=1)(=O)[CH3:14], predict the reaction product. (6) Given the reactants [NH2:1][C:2]1[C:3]([NH:8][CH2:9][C@@H:10]2[CH2:14][CH2:13][CH2:12][N:11]2[C:15]([O:17][C:18]([CH3:21])([CH3:20])[CH3:19])=[O:16])=[N:4][CH:5]=[N:6][CH:7]=1.[N:22]([O-])=O.[Na+], predict the reaction product. The product is: [N:1]1[C:2]2[CH:7]=[N:6][CH:5]=[N:4][C:3]=2[N:8]([CH2:9][C@@H:10]2[CH2:14][CH2:13][CH2:12][N:11]2[C:15]([O:17][C:18]([CH3:21])([CH3:20])[CH3:19])=[O:16])[N:22]=1. (7) The product is: [CH3:1][C:2]1[CH:11]=[CH:10][C:9]2[C:4](=[C:5]([C:14]#[N:15])[CH:6]=[CH:7][CH:8]=2)[N:3]=1. Given the reactants [CH3:1][C:2]1[CH:11]=[CH:10][C:9]2[C:4](=[C:5](Br)[CH:6]=[CH:7][CH:8]=2)[N:3]=1.[Cu][C:14]#[N:15], predict the reaction product. (8) Given the reactants CCCC[N+](CCCC)(CCCC)CCCC.[F-].C[Si]([C:23]#[C:24][C:25]1[N:30]2[N:31]=[C:32]([NH:34][C:35]([CH:37]3[CH2:39][CH2:38]3)=[O:36])[N:33]=[C:29]2[CH:28]=[CH:27][CH:26]=1)(C)C, predict the reaction product. The product is: [C:24]([C:25]1[N:30]2[N:31]=[C:32]([NH:34][C:35]([CH:37]3[CH2:38][CH2:39]3)=[O:36])[N:33]=[C:29]2[CH:28]=[CH:27][CH:26]=1)#[CH:23].